Task: Predict which catalyst facilitates the given reaction.. Dataset: Catalyst prediction with 721,799 reactions and 888 catalyst types from USPTO (1) Product: [CH2:1]([C:3]1[CH:8]=[C:7]([N+:9]([O-:11])=[O:10])[C:6]([O:12][CH2:13][CH3:14])=[CH:5][C:4]=1[N:25]1[CH2:26][CH2:27][CH:22]([CH2:21][CH2:20][S:17]([CH3:16])(=[O:19])=[O:18])[CH2:23][CH2:24]1)[CH3:2]. Reactant: [CH2:1]([C:3]1[CH:8]=[C:7]([N+:9]([O-:11])=[O:10])[C:6]([O:12][CH2:13][CH3:14])=[CH:5][C:4]=1F)[CH3:2].[CH3:16][S:17]([CH2:20][CH2:21][CH:22]1[CH2:27][CH2:26][NH:25][CH2:24][CH2:23]1)(=[O:19])=[O:18].C([O-])([O-])=O.[K+].[K+].CS(C)=O. The catalyst class is: 6. (2) Reactant: [Cl:1][C:2]1[C:3]([O:12][C:13]2[CH:18]=[C:17]([OH:19])[CH:16]=[CH:15][C:14]=2/[CH:20]=[CH:21]/[C:22]([O:24][CH2:25][CH3:26])=[O:23])=[N:4][CH:5]=[C:6]([C:8]([F:11])([F:10])[F:9])[CH:7]=1.Br[CH2:28][CH2:29][CH2:30][C:31]#[N:32].C(=O)([O-])[O-].[K+].[K+].[I-].[Na+]. Product: [Cl:1][C:2]1[C:3]([O:12][C:13]2[CH:18]=[C:17]([O:19][CH2:28][CH2:29][CH2:30][C:31]#[N:32])[CH:16]=[CH:15][C:14]=2/[CH:20]=[CH:21]/[C:22]([O:24][CH2:25][CH3:26])=[O:23])=[N:4][CH:5]=[C:6]([C:8]([F:9])([F:11])[F:10])[CH:7]=1. The catalyst class is: 145. (3) Reactant: C[C@H]1O[C@H]([O:8][CH:9]2[C@@H:14]([OH:15])[C@@H:13]([OH:16])[CH:12]([OH:17])[C@H:11]([OH:18])[C@H:10]2[OH:19])[C@@H](N)C[C@@H]1N=C(N)C(O)=O.Cl. Product: [CH:9]1([OH:8])[CH:10]([OH:19])[CH:11]([OH:18])[CH:12]([OH:17])[CH:13]([OH:16])[CH:14]1[OH:15]. The catalyst class is: 6. (4) Reactant: [C:1]([C:3]1[CH:8]=[C:7]([C:9]2[S:10][CH:11]=[CH:12][CH:13]=2)[CH:6]=[CH:5][C:4]=1[N:14]=[CH:15][N:16](C)C)#[N:2].N1C=C([C:24]2[CH:30]=[CH:29][C:27]([NH2:28])=[CH:26][CH:25]=2)N=N1.[OH-].[Na+]. Product: [S:10]1[CH:11]=[CH:12][CH:13]=[C:9]1[C:7]1[CH:8]=[C:3]2[C:4](=[CH:5][CH:6]=1)[N:14]=[CH:15][N:16]=[C:1]2[NH:2][C:24]1[CH:25]=[CH:26][C:27]([N:28]2[CH:4]=[N:14][CH:15]=[N:16]2)=[CH:29][CH:30]=1. The catalyst class is: 52. (5) Reactant: Cl[C:2]1[N:7]=[C:6]([C:8]2[CH:13]=[CH:12][C:11]([F:14])=[CH:10][C:9]=2[S:15]([N:18]([CH3:20])[CH3:19])(=[O:17])=[O:16])[C:5]([Cl:21])=[CH:4][N:3]=1.[CH3:22][N:23]1[CH2:28][CH2:27][N:26]([CH2:29][C:30]2[CH:36]=[CH:35][C:33]([NH2:34])=[CH:32][CH:31]=2)[CH2:25][CH2:24]1. Product: [Cl:21][C:5]1[C:6]([C:8]2[CH:13]=[CH:12][C:11]([F:14])=[CH:10][C:9]=2[S:15]([N:18]([CH3:20])[CH3:19])(=[O:17])=[O:16])=[N:7][C:2]([NH:34][C:33]2[CH:32]=[CH:31][C:30]([CH2:29][N:26]3[CH2:25][CH2:24][N:23]([CH3:22])[CH2:28][CH2:27]3)=[CH:36][CH:35]=2)=[N:3][CH:4]=1. The catalyst class is: 61.